From a dataset of Catalyst prediction with 721,799 reactions and 888 catalyst types from USPTO. Predict which catalyst facilitates the given reaction. (1) Reactant: Br[C:2]1[CH:3]=[C:4]([C:10]2[S:11][C:12]3[CH2:17][CH2:16][C:15](=[O:18])[NH:14][C:13]=3[N:19]=2)[C:5]([O:8][CH3:9])=[N:6][CH:7]=1.[F:20][C:21]1[CH:26]=[CH:25][C:24]([C:27]2[O:28][C:29]3[CH:39]=[C:38]([N:40]([CH3:45])[S:41]([CH3:44])(=[O:43])=[O:42])[C:37](B4OC(C)(C)C(C)(C)O4)=[CH:36][C:30]=3[C:31]=2[C:32]([NH:34][CH3:35])=[O:33])=[CH:23][CH:22]=1. Product: [F:20][C:21]1[CH:26]=[CH:25][C:24]([C:27]2[O:28][C:29]3[CH:39]=[C:38]([N:40]([CH3:45])[S:41]([CH3:44])(=[O:42])=[O:43])[C:37]([C:2]4[CH:7]=[N:6][C:5]([O:8][CH3:9])=[C:4]([C:10]5[S:11][C:12]6[CH2:17][CH2:16][C:15](=[O:18])[NH:14][C:13]=6[N:19]=5)[CH:3]=4)=[CH:36][C:30]=3[C:31]=2[C:32]([NH:34][CH3:35])=[O:33])=[CH:23][CH:22]=1. The catalyst class is: 75. (2) Reactant: [Cl:1][C:2]1[CH:3]=[C:4]([NH:24][N:25]=[C:26]([C:35]([NH:37][C:38](=[O:42])OCC)=[O:36])[C:27]([NH:29][C:30](=[O:34])[O:31][CH2:32][CH3:33])=[O:28])[CH:5]=[C:6]([Cl:23])[C:7]=1[C:8]([C:11]1[N:15]=[C:14]([C:16]2[CH:21]=[CH:20][CH:19]=[CH:18][C:17]=2[CH3:22])[O:13][N:12]=1)([CH3:10])[CH3:9].C([O-])(=O)C.[Na+].O. Product: [Cl:23][C:6]1[CH:5]=[C:4]([N:24]2[C:38](=[O:42])[NH:37][C:35](=[O:36])[C:26]([C:27]([NH:29][C:30](=[O:34])[O:31][CH2:32][CH3:33])=[O:28])=[N:25]2)[CH:3]=[C:2]([Cl:1])[C:7]=1[C:8]([C:11]1[N:15]=[C:14]([C:16]2[CH:21]=[CH:20][CH:19]=[CH:18][C:17]=2[CH3:22])[O:13][N:12]=1)([CH3:9])[CH3:10]. The catalyst class is: 15. (3) Reactant: [Br:1][C:2]1[CH:26]=[CH:25][C:5]2[N:6]=[C:7]([NH:15][C:16]3[C:21]([Cl:22])=[CH:20][C:19]([I:23])=[CH:18][C:17]=3[Cl:24])[C:8]3[C:13]([C:4]=2[CH:3]=1)=[C:12](Cl)[N:11]=[CH:10][CH:9]=3.[CH3:27][O-:28].[Na+]. Product: [Br:1][C:2]1[CH:26]=[CH:25][C:5]2[N:6]=[C:7]([NH:15][C:16]3[C:21]([Cl:22])=[CH:20][C:19]([I:23])=[CH:18][C:17]=3[Cl:24])[C:8]3[C:13]([C:4]=2[CH:3]=1)=[C:12]([O:28][CH3:27])[N:11]=[CH:10][CH:9]=3. The catalyst class is: 24. (4) Reactant: [CH2:1]([O:3][C:4]1[CH:5]=[C:6]2[C:11](=[CH:12][CH:13]=1)[N:10]1[CH:14]=[N:15][C:16]([CH2:17][CH:18]3[CH2:23][CH2:22][CH2:21][N:20]([C:24]([O:26][C:27]([CH3:30])([CH3:29])[CH3:28])=[O:25])[C:19]3=[O:31])=[C:9]1[CH2:8][CH2:7]2)[CH3:2].[OH-:32].[Li+].O. Product: [C:27]([O:26][C:24]([NH:20][CH2:21][CH2:22][CH2:23][CH:18]([CH2:17][C:16]1[N:15]=[CH:14][N:10]2[C:11]3[C:6](=[CH:5][C:4]([O:3][CH2:1][CH3:2])=[CH:13][CH:12]=3)[CH2:7][CH2:8][C:9]=12)[C:19]([OH:31])=[O:32])=[O:25])([CH3:28])([CH3:29])[CH3:30]. The catalyst class is: 7. (5) Reactant: [S:1]([NH2:5])([NH2:4])(=[O:3])=[O:2].[O:6]=[S:7]1(=[O:14])[CH2:11][CH2:10][CH:9]([CH2:12]N)[CH2:8]1. Product: [O:6]=[S:7]1(=[O:14])[CH2:11][CH2:10][CH:9]([CH2:12][NH:4][S:1](=[O:3])(=[O:2])[NH2:5])[CH2:8]1. The catalyst class is: 6. (6) Reactant: C([O:4][CH2:5][C@@H:6]([N:8]1[CH:17]=[CH:16][C:15]2[C:10](=[CH:11][CH:12]=[C:13]([CH3:33])[C:14]=2[NH:18][C:19](=[O:32])[CH2:20][C:21]2[CH:26]=[CH:25][C:24]([C:27]([F:30])([F:29])[F:28])=[C:23]([F:31])[CH:22]=2)[C:9]1=[O:34])[CH3:7])(=O)C.C(=O)([O-])[O-].[K+].[K+].CO. Product: [F:31][C:23]1[CH:22]=[C:21]([CH2:20][C:19]([NH:18][C:14]2[C:13]([CH3:33])=[CH:12][CH:11]=[C:10]3[C:15]=2[CH:16]=[CH:17][N:8]([C@@H:6]([CH3:7])[CH2:5][OH:4])[C:9]3=[O:34])=[O:32])[CH:26]=[CH:25][C:24]=1[C:27]([F:30])([F:28])[F:29]. The catalyst class is: 6. (7) Reactant: [F:1][CH:2]([F:18])[CH2:3][O:4][C:5]1[CH:6]=[CH:7][C:8]([N+:15]([O-])=O)=[C:9]([CH:14]=1)[C:10]([O:12][CH3:13])=[O:11].CCO.CC(O)=O. Product: [NH2:15][C:8]1[CH:7]=[CH:6][C:5]([O:4][CH2:3][CH:2]([F:1])[F:18])=[CH:14][C:9]=1[C:10]([O:12][CH3:13])=[O:11]. The catalyst class is: 99. (8) Reactant: [NH2:1][C:2]([NH:4][C:5]1[S:6][C:7]([C:26]2[CH:31]=[CH:30][C:29]([NH:32][C:33]([O:35][CH2:36][CH3:37])=[O:34])=[C:28]([F:38])[CH:27]=2)=[CH:8][C:9]=1[C:10]([NH:12][C@H:13]1[CH2:18][CH2:17][CH2:16][N:15](C(OC(C)(C)C)=O)[CH2:14]1)=[O:11])=[O:3].Cl.O1CCOCC1. Product: [CH2:36]([O:35][C:33](=[O:34])[NH:32][C:29]1[CH:30]=[CH:31][C:26]([C:7]2[S:6][C:5]([NH:4][C:2]([NH2:1])=[O:3])=[C:9]([C:10](=[O:11])[NH:12][C@H:13]3[CH2:18][CH2:17][CH2:16][NH:15][CH2:14]3)[CH:8]=2)=[CH:27][C:28]=1[F:38])[CH3:37]. The catalyst class is: 5. (9) Reactant: [CH3:1][N:2]1[C:6]([CH3:7])=[C:5]([C:8]2[CH:16]=[C:15]3[C:11]([CH2:12][CH2:13][C:14]3=O)=[CH:10][CH:9]=2)[C:4]([CH3:18])=[N:3]1.[CH3:19][NH:20][CH3:21].C(O)(=O)C.C([BH3-])#N.[Na+]. Product: [CH3:19][N:20]([CH3:21])[CH:14]1[C:15]2[C:11](=[CH:10][CH:9]=[C:8]([C:5]3[C:4]([CH3:18])=[N:3][N:2]([CH3:1])[C:6]=3[CH3:7])[CH:16]=2)[CH2:12][CH2:13]1. The catalyst class is: 5.